This data is from Serine/threonine kinase 33 screen with 319,792 compounds. The task is: Binary Classification. Given a drug SMILES string, predict its activity (active/inactive) in a high-throughput screening assay against a specified biological target. (1) The compound is S(=O)(=O)(N1CCN(CC1)c1nc2c(cc1C#N)ccc(c2C)C)c1ccc(cc1)C(=O)C. The result is 0 (inactive). (2) The compound is O=C1C2=C(N(C=3CC(CC(=O)C3C2)(C)C)c2cc(O)ccc2)CC(C1)(C)C. The result is 0 (inactive). (3) The drug is O=C1C2C(=NN=C2c2c1cccc2)C(C)(C)C. The result is 1 (active). (4) The drug is O1C2(OCC1)CCN(CC2)c1[nH]c(=O)n(C2CCCCC2)c(=O)c1. The result is 0 (inactive). (5) The molecule is S(CCC(NC(=O)COc1ccccc1)C(=O)N(CC(=O)Nc1ccc(cc1)C)C)C. The result is 0 (inactive).